This data is from Peptide-MHC class II binding affinity with 134,281 pairs from IEDB. The task is: Regression. Given a peptide amino acid sequence and an MHC pseudo amino acid sequence, predict their binding affinity value. This is MHC class II binding data. (1) The peptide sequence is GGACGYKDVDKPPFS. The MHC is DRB1_1001 with pseudo-sequence DRB1_1001. The binding affinity (normalized) is 0.0714. (2) The peptide sequence is FWAVRGGGGESFGIV. The MHC is DRB3_0202 with pseudo-sequence DRB3_0202. The binding affinity (normalized) is 0. (3) The peptide sequence is LAQEAGNFERISGDL. The MHC is DRB1_0301 with pseudo-sequence DRB1_0301. The binding affinity (normalized) is 0.231.